Dataset: Catalyst prediction with 721,799 reactions and 888 catalyst types from USPTO. Task: Predict which catalyst facilitates the given reaction. The catalyst class is: 6. Reactant: C([O:4][CH2:5][C:6]([N:8]1[CH2:13][CH2:12][N:11]([C:14]2[CH:15]=[C:16]3[C:21](=[CH:22][C:23]=2[O:24][CH3:25])[N:20]=[CH:19][C:18]([C:26]([NH2:28])=[O:27])=[C:17]3[NH:29][C:30]2[CH:35]=[CH:34][CH:33]=[C:32]([Cl:36])[C:31]=2[Cl:37])[CH2:10][CH2:9]1)=[O:7])(=O)C.C([O-])([O-])=O.[K+].[K+].CO. Product: [Cl:37][C:31]1[C:32]([Cl:36])=[CH:33][CH:34]=[CH:35][C:30]=1[NH:29][C:17]1[C:16]2[C:21](=[CH:22][C:23]([O:24][CH3:25])=[C:14]([N:11]3[CH2:12][CH2:13][N:8]([C:6](=[O:7])[CH2:5][OH:4])[CH2:9][CH2:10]3)[CH:15]=2)[N:20]=[CH:19][C:18]=1[C:26]([NH2:28])=[O:27].